From a dataset of NCI-60 drug combinations with 297,098 pairs across 59 cell lines. Regression. Given two drug SMILES strings and cell line genomic features, predict the synergy score measuring deviation from expected non-interaction effect. (1) Synergy scores: CSS=-6.88, Synergy_ZIP=6.53, Synergy_Bliss=2.74, Synergy_Loewe=-8.48, Synergy_HSA=-8.34. Drug 2: COC1=NC(=NC2=C1N=CN2C3C(C(C(O3)CO)O)O)N. Cell line: HOP-92. Drug 1: CC1=CC2C(CCC3(C2CCC3(C(=O)C)OC(=O)C)C)C4(C1=CC(=O)CC4)C. (2) Drug 1: CS(=O)(=O)CCNCC1=CC=C(O1)C2=CC3=C(C=C2)N=CN=C3NC4=CC(=C(C=C4)OCC5=CC(=CC=C5)F)Cl. Drug 2: CCN(CC)CCCC(C)NC1=C2C=C(C=CC2=NC3=C1C=CC(=C3)Cl)OC. Cell line: KM12. Synergy scores: CSS=39.9, Synergy_ZIP=6.17, Synergy_Bliss=4.70, Synergy_Loewe=-1.64, Synergy_HSA=6.24. (3) Drug 1: CC1=C(C=C(C=C1)C(=O)NC2=CC(=CC(=C2)C(F)(F)F)N3C=C(N=C3)C)NC4=NC=CC(=N4)C5=CN=CC=C5. Drug 2: CCCCCOC(=O)NC1=NC(=O)N(C=C1F)C2C(C(C(O2)C)O)O. Cell line: IGROV1. Synergy scores: CSS=-6.74, Synergy_ZIP=1.94, Synergy_Bliss=-0.797, Synergy_Loewe=-7.54, Synergy_HSA=-8.04. (4) Drug 2: COC1=CC(=CC(=C1O)OC)C2C3C(COC3=O)C(C4=CC5=C(C=C24)OCO5)OC6C(C(C7C(O6)COC(O7)C8=CC=CS8)O)O. Synergy scores: CSS=1.22, Synergy_ZIP=-3.71, Synergy_Bliss=-6.13, Synergy_Loewe=-31.1, Synergy_HSA=-10.0. Drug 1: C1CCC(C1)C(CC#N)N2C=C(C=N2)C3=C4C=CNC4=NC=N3. Cell line: SK-MEL-28.